This data is from Forward reaction prediction with 1.9M reactions from USPTO patents (1976-2016). The task is: Predict the product of the given reaction. (1) Given the reactants [C:1]1([CH3:16])[CH:6]=[CH:5][C:4]([C:7]2[C:11]([C:12]([O:14]C)=[O:13])=[CH:10][O:9][N:8]=2)=[CH:3][CH:2]=1.[OH-].[Li+].Cl, predict the reaction product. The product is: [C:1]1([CH3:16])[CH:2]=[CH:3][C:4]([C:7]2[C:11]([C:12]([OH:14])=[O:13])=[CH:10][O:9][N:8]=2)=[CH:5][CH:6]=1. (2) Given the reactants [F:1][C:2]1[CH:25]=[CH:24][CH:23]=[C:22]([C:26]([F:29])([F:28])[F:27])[C:3]=1[C:4]([NH:6][C:7]1[S:18][C:10]2[C:11]([CH3:17])([CH3:16])[O:12][C:13]([CH3:15])([CH3:14])[C:9]=2[C:8]=1[C:19]([OH:21])=O)=[O:5].[CH2:30]([NH2:33])[CH2:31][CH3:32], predict the reaction product. The product is: [F:1][C:2]1[CH:25]=[CH:24][CH:23]=[C:22]([C:26]([F:28])([F:29])[F:27])[C:3]=1[C:4]([NH:6][C:7]1[S:18][C:10]2[C:11]([CH3:17])([CH3:16])[O:12][C:13]([CH3:14])([CH3:15])[C:9]=2[C:8]=1[C:19]([NH:33][CH2:30][CH2:31][CH3:32])=[O:21])=[O:5]. (3) Given the reactants C([Li])CCC.[CH:6]([O:9][C:10](=[O:20])[NH:11][C:12]1[CH:17]=[C:16]([F:18])[CH:15]=[C:14]([F:19])[CH:13]=1)([CH3:8])[CH3:7].CN(C)CCN(C)C.[S:29]1[CH2:34][CH2:33][C:32](=[O:35])[CH2:31][CH2:30]1, predict the reaction product. The product is: [F:18][C:16]1[CH:17]=[C:12]([NH:11][C:10](=[O:20])[O:9][CH:6]([CH3:8])[CH3:7])[CH:13]=[C:14]([F:19])[C:15]=1[C:32]1([OH:35])[CH2:33][CH2:34][S:29][CH2:30][CH2:31]1. (4) Given the reactants ClC1N=C(F)N=C2C=1NC=N2.C(N)[C:13]1[CH:18]=[CH:17]C=CC=1.N[CH2:21][C:22]1[CH:27]=C[CH:25]=[CH:24][N:23]=1.NCC1C=NC=CC=1.NCC1C=CN=CC=1, predict the reaction product. The product is: [CH3:25][CH2:24][N:23]([CH:18]([CH3:17])[CH3:13])[CH:22]([CH3:27])[CH3:21]. (5) Given the reactants [CH2:1]([N:8]1[CH2:13][CH2:12][C:11]2([C:21]3[C:16](=[N:17][CH:18]=[CH:19][CH:20]=3)[C:15](=[O:22])[O:14]2)[CH2:10][CH2:9]1)[C:2]1[CH:7]=[CH:6][CH:5]=[CH:4][CH:3]=1.[H-].C([Al+]CC(C)C)C(C)C.N1C=CC=CC=1.[C:39](OC(=O)C)(=[O:41])[CH3:40], predict the reaction product. The product is: [C:39]([O:22][CH:15]1[C:16]2=[N:17][CH:18]=[CH:19][CH:20]=[C:21]2[C:11]2([CH2:12][CH2:13][N:8]([CH2:1][C:2]3[CH:7]=[CH:6][CH:5]=[CH:4][CH:3]=3)[CH2:9][CH2:10]2)[O:14]1)(=[O:41])[CH3:40]. (6) Given the reactants [CH3:1][C:2]1[C:7](=[O:8])[N:6]([C:9]2[CH:14]=[CH:13][CH:12]=[C:11]([NH:15]C(=O)C)[CH:10]=2)[C:5]2[N:19]=[CH:20][CH:21]=[CH:22][C:4]=2[N:3]=1.C(=O)(O)[O-].[Na+], predict the reaction product. The product is: [CH3:1][C:2]1[C:7](=[O:8])[N:6]([C:9]2[CH:14]=[CH:13][CH:12]=[C:11]([NH2:15])[CH:10]=2)[C:5]2[N:19]=[CH:20][CH:21]=[CH:22][C:4]=2[N:3]=1. (7) Given the reactants [F:1][C:2]1[C:3]2[N:4]([CH:12]=[CH:13][N:14]=2)[CH:5]=[CH:6][C:7]=1[C:8]([F:11])([F:10])[F:9].Br[C:16]1[CH:17]=[CH:18][C:19]([F:30])=[C:20]([C:22]2[N:29]=[CH:28][CH:27]=[CH:26][C:23]=2[C:24]#[N:25])[CH:21]=1, predict the reaction product. The product is: [F:30][C:19]1[CH:18]=[CH:17][C:16]([C:12]2[N:4]3[CH:5]=[CH:6][C:7]([C:8]([F:9])([F:10])[F:11])=[C:2]([F:1])[C:3]3=[N:14][CH:13]=2)=[CH:21][C:20]=1[C:22]1[N:29]=[CH:28][CH:27]=[CH:26][C:23]=1[C:24]#[N:25]. (8) Given the reactants [CH3:1][N:2]1[C:6]2[CH:7]=[CH:8][C:9]([N:11]3[CH:16]=[C:15]([C:17]([O:19][CH2:20][CH3:21])=[O:18])[C:14](=[O:22])[N:13]([CH:23]4[C:31]5[C:26](=[C:27]([C:32]([F:35])([F:34])[F:33])[CH:28]=[CH:29][CH:30]=5)[CH2:25][CH2:24]4)[C:12]3=[O:36])=[CH:10][C:5]=2[NH:4][C:3]1=[O:37].I[CH2:39][CH3:40].C(=O)([O-])[O-].[Cs+].[Cs+], predict the reaction product. The product is: [CH2:39]([N:4]1[C:5]2[CH:10]=[C:9]([N:11]3[CH:16]=[C:15]([C:17]([O:19][CH2:20][CH3:21])=[O:18])[C:14](=[O:22])[N:13]([C@H:23]4[C:31]5[C:26](=[C:27]([C:32]([F:34])([F:35])[F:33])[CH:28]=[CH:29][CH:30]=5)[CH2:25][CH2:24]4)[C:12]3=[O:36])[CH:8]=[CH:7][C:6]=2[N:2]([CH3:1])[C:3]1=[O:37])[CH3:40].